Dataset: Reaction yield outcomes from USPTO patents with 853,638 reactions. Task: Predict the reaction yield, written as a fraction of the theoretical maximum amount of product (1.0 means a 100% yield; for example, 0.34 means a 34% yield). The reactants are [C:1]([C:6]1[C:14]2[C:9](=[CH:10][CH:11]=[C:12]([NH:15][CH:16]=O)[CH:13]=2)[N:8]([CH3:18])[CH:7]=1)(=[O:5])[CH:2]([CH3:4])[CH3:3].[H-].[Na+].[Cl:21][C:22]1[CH:27]=[CH:26][N:25]=C(S(C)(=O)=O)[N:23]=1.[OH-].[Na+]. The catalyst is C1COCC1.CN(C=O)C. The product is [Cl:21][C:22]1[CH:27]=[CH:26][N:25]=[C:16]([NH:15][C:12]2[CH:13]=[C:14]3[C:9](=[CH:10][CH:11]=2)[N:8]([CH3:18])[CH:7]=[C:6]3[C:1](=[O:5])[CH:2]([CH3:4])[CH3:3])[N:23]=1. The yield is 0.890.